From a dataset of Forward reaction prediction with 1.9M reactions from USPTO patents (1976-2016). Predict the product of the given reaction. (1) Given the reactants [C:1]([O:5][C:6]([N:8]1[C:17]2[C:12](=[CH:13][CH:14]=[CH:15][CH:16]=2)[CH2:11][CH2:10][CH2:9]1)=[O:7])([CH3:4])([CH3:3])[CH3:2].[C:18](=[O:21])([O-])[O-].[K+].[K+].ClC1[C:34]2[C:29](=[CH:30][C:31]([O:37][CH2:38][CH2:39][CH2:40][N:41]3[CH2:46][CH2:45][O:44][CH2:43][CH2:42]3)=[C:32]([O:35][CH3:36])[CH:33]=2)[N:28]=[CH:27][N:26]=1.[H-].[Na+], predict the reaction product. The product is: [CH3:36][O:35][C:32]1[CH:33]=[C:34]2[C:29](=[CH:30][C:31]=1[O:37][CH2:38][CH2:39][CH2:40][N:41]1[CH2:42][CH2:43][O:44][CH2:45][CH2:46]1)[N:28]=[CH:27][N:26]=[C:18]2[O:21][C:14]1[CH:13]=[C:12]2[C:17](=[CH:16][CH:15]=1)[N:8]([C:6]([O:5][C:1]([CH3:4])([CH3:2])[CH3:3])=[O:7])[CH2:9][CH2:10][CH2:11]2. (2) Given the reactants Br[CH2:2][CH:3]1[O:8][C:7]2[CH:9]=[CH:10][CH:11]=[CH:12][C:6]=2[O:5][CH2:4]1.Cl.[CH3:14][O:15][C:16]1[CH:17]=[C:18]([CH:22]2[CH2:27][CH2:26][CH2:25][NH:24][CH2:23]2)[CH:19]=[CH:20][CH:21]=1.C(N(CC)CC)C, predict the reaction product. The product is: [O:8]1[C:7]2[CH:9]=[CH:10][CH:11]=[CH:12][C:6]=2[O:5][CH2:4][CH:3]1[CH2:2][N:24]1[CH2:25][CH2:26][CH2:27][CH:22]([C:18]2[CH:19]=[CH:20][CH:21]=[C:16]([O:15][CH3:14])[CH:17]=2)[CH2:23]1. (3) Given the reactants [Cl:1][C:2]1[CH:3]=[CH:4][CH:5]=[C:6]2[C:11]=1[N:10]=[N:9][C:8]([C:12]1[CH:17]=[CH:16][CH:15]=[CH:14][CH:13]=1)=[C:7]2O.P(Br)(Br)([Br:21])=O.[OH-].[NH4+], predict the reaction product. The product is: [Br:21][C:7]1[C:6]2[C:11](=[C:2]([Cl:1])[CH:3]=[CH:4][CH:5]=2)[N:10]=[N:9][C:8]=1[C:12]1[CH:17]=[CH:16][CH:15]=[CH:14][CH:13]=1. (4) Given the reactants [Cl:1][C:2]1[CH:7]=[C:6]([N+]([O-])=O)[CH:5]=[C:4]([Cl:11])[N:3]=1.[C:12](=O)([O-])[O-:13].[K+].[K+], predict the reaction product. The product is: [Cl:1][C:2]1[CH:7]=[C:6]([O:13][CH3:12])[CH:5]=[C:4]([Cl:11])[N:3]=1. (5) Given the reactants [O:1]1[C:5]2[CH:6]=[CH:7][C:8]([C:10]3[CH:11]=[N:12][C:13]4[C:18]([C:19]=3Cl)=[CH:17][C:16]([S:21][C:22]3[N:26]5[CH:27]=[C:28]([C:31]6[CH:32]=[N:33][N:34]([CH3:36])[CH:35]=6)[CH:29]=[CH:30][C:25]5=[N:24][N:23]=3)=[CH:15][CH:14]=4)=[CH:9][C:4]=2[O:3][CH2:2]1.[CH3:37][O-:38].[Na+], predict the reaction product. The product is: [O:1]1[C:5]2[CH:6]=[CH:7][C:8]([C:10]3[CH:11]=[N:12][C:13]4[C:18]([C:19]=3[O:38][CH3:37])=[CH:17][C:16]([S:21][C:22]3[N:26]5[CH:27]=[C:28]([C:31]6[CH:32]=[N:33][N:34]([CH3:36])[CH:35]=6)[CH:29]=[CH:30][C:25]5=[N:24][N:23]=3)=[CH:15][CH:14]=4)=[CH:9][C:4]=2[O:3][CH2:2]1. (6) The product is: [Cl:1][C:2]1[C:3]([C:8]2[CH:19]=[CH:18][C:11]3[C:12]([NH:20][C:21]4[CH:26]=[CH:25][C:24]([C:27](=[O:29])[CH3:28])=[CH:23][CH:22]=4)=[N:13][S:14](=[O:16])(=[O:15])[C:10]=3[CH:9]=2)=[N:4][CH:5]=[CH:6][CH:7]=1. Given the reactants [Cl:1][C:2]1[C:3]([C:8]2[CH:19]=[CH:18][C:11]3[C:12](O)=[N:13][S:14](=[O:16])(=[O:15])[C:10]=3[CH:9]=2)=[N:4][CH:5]=[CH:6][CH:7]=1.[NH2:20][C:21]1[CH:26]=[CH:25][C:24]([C:27](=[O:29])[CH3:28])=[CH:23][CH:22]=1, predict the reaction product. (7) Given the reactants [Cl:1][C:2]1[CH:3]=[C:4]2[C:9](=[CH:10][C:11]=1[F:12])[C:8]([CH3:14])([CH3:13])[C:7](=[O:15])[C:6]([C:16]([NH:18][CH2:19][C:20]([O:22]C(C)(C)C)=[O:21])=[O:17])=[C:5]2[OH:27].C(O)(C(F)(F)F)=O, predict the reaction product. The product is: [Cl:1][C:2]1[CH:3]=[C:4]2[C:9](=[CH:10][C:11]=1[F:12])[C:8]([CH3:14])([CH3:13])[C:7](=[O:15])[C:6]([C:16]([NH:18][CH2:19][C:20]([OH:22])=[O:21])=[O:17])=[C:5]2[OH:27].